Dataset: Cav3 T-type calcium channel HTS with 100,875 compounds. Task: Binary Classification. Given a drug SMILES string, predict its activity (active/inactive) in a high-throughput screening assay against a specified biological target. (1) The drug is O(CC(=O)NCCc1ccc(OC)cc1)C(=O)c1c(OCC)nccc1. The result is 0 (inactive). (2) The molecule is Clc1c(S(=O)(=O)Nc2c(cccc2)C)cc(C(=O)NCCC=2CCCCC2)cc1. The result is 0 (inactive). (3) The result is 0 (inactive). The drug is S(=O)(=O)(Nc1nn(c2nc3c(cc12)cccc3C)CC)c1ccccc1. (4) The drug is O(CCCN(C(c1ccncc1)C(=O)NCc1occc1)C(=O)Cn1nnc2c1cccc2)CC. The result is 0 (inactive). (5) The molecule is N1(CCN(CC1)c1n2ncnc2nc(c1)C)C(c1ccccc1)c1ccccc1. The result is 0 (inactive). (6) The drug is O(C(=O)c1c(c2c(nc1C)cccc2)c1ccccc1)C. The result is 0 (inactive). (7) The result is 0 (inactive). The drug is Clc1ccc(OCCc2sc(nn2)N)cc1. (8) The drug is s1c(C(O)(C(=O)NNc2ccc(C3CCCCC3)cc2)c2ccccc2)ccc1. The result is 0 (inactive). (9) The molecule is O=C(NC1CCCC1)C(N(c1ccc(cc1)C)C(=O)c1c(occ1)C)c1ccc(OC)cc1. The result is 0 (inactive).